This data is from Reaction yield outcomes from USPTO patents with 853,638 reactions. The task is: Predict the reaction yield, written as a fraction of the theoretical maximum amount of product (1.0 means a 100% yield; for example, 0.34 means a 34% yield). (1) The yield is 0.200. The catalyst is C(Cl)Cl. The product is [CH3:32][CH2:31][O:33][C:13]([CH3:10])=[O:14].[CH3:17][CH2:18][CH2:2][CH:3]([CH3:15])[CH3:4]. The reactants are Cl[C:2]1[CH:18]=[CH:17]C(C(F)(F)F)=[CH:15][C:3]=1[C:4](N[C@H]1CC[C@H:10]([CH:13]=[O:14])CC1)=O.NC1C=NC=C(C)C=1.[C:31](O[BH-](OC(=O)C)OC(=O)C)(=[O:33])[CH3:32].[Na+]. (2) The reactants are [O:1]1[C:5]2[CH:6]=[CH:7][CH:8]=[CH:9][C:4]=2[CH:3]=[C:2]1[C:10]([NH:12][C:13]1[S:14][CH:15]=[C:16](OS(C(F)(F)F)(=O)=O)[C:17]=1[C:18]([O:20]C(C)(C)C)=[O:19])=[O:11].[CH3:33][C:34]1[C:43]2[C:38](=[CH:39][CH:40]=[CH:41][CH:42]=2)[C:37](B(O)O)=[CH:36][CH:35]=1.C(=O)([O-])[O-].[Na+].[Na+].C(O)C. The catalyst is C1C=CC([P]([Pd]([P](C2C=CC=CC=2)(C2C=CC=CC=2)C2C=CC=CC=2)([P](C2C=CC=CC=2)(C2C=CC=CC=2)C2C=CC=CC=2)[P](C2C=CC=CC=2)(C2C=CC=CC=2)C2C=CC=CC=2)(C2C=CC=CC=2)C2C=CC=CC=2)=CC=1.O.C1(C)C=CC=CC=1. The product is [O:1]1[C:5]2[CH:6]=[CH:7][CH:8]=[CH:9][C:4]=2[CH:3]=[C:2]1[C:10]([NH:12][C:13]1[S:14][CH:15]=[C:16]([C:37]2[C:38]3[C:43](=[CH:42][CH:41]=[CH:40][CH:39]=3)[C:34]([CH3:33])=[CH:35][CH:36]=2)[C:17]=1[C:18]([OH:20])=[O:19])=[O:11]. The yield is 0.260. (3) The reactants are [CH:1]1([CH2:6][CH:7]([C:11]2[CH:16]=[CH:15][C:14]([Cl:17])=[C:13]([Cl:18])[CH:12]=2)[C:8]([OH:10])=O)[CH2:5][CH2:4][CH2:3][CH2:2]1.C(Cl)(=O)C(Cl)=O.[NH2:25][C:26]1[S:27][C:28]2[CH:34]=[CH:33][CH:32]=[CH:31][C:29]=2[N:30]=1.C(N(CC)C(C)C)(C)C. The catalyst is C(Cl)Cl.CN(C)C=O.O. The product is [S:27]1[C:28]2[CH:34]=[CH:33][CH:32]=[CH:31][C:29]=2[N:30]=[C:26]1[NH:25][C:8](=[O:10])[CH:7]([C:11]1[CH:16]=[CH:15][C:14]([Cl:17])=[C:13]([Cl:18])[CH:12]=1)[CH2:6][CH:1]1[CH2:2][CH2:3][CH2:4][CH2:5]1. The yield is 0.420. (4) The reactants are C(Cl)(=O)C(Cl)=O.CS(C)=O.[CH3:11][O:12][C:13]([CH:15]1[CH2:20][CH:19]([OH:21])[CH2:18][CH2:17][N:16]1[C:22]([O:24][C:25]([CH3:28])([CH3:27])[CH3:26])=[O:23])=[O:14].OS([O-])(=O)=O.[Na+]. The catalyst is C(Cl)Cl.CCN(CC)CC. The product is [CH3:11][O:12][C:13]([CH:15]1[CH2:20][C:19](=[O:21])[CH2:18][CH2:17][N:16]1[C:22]([O:24][C:25]([CH3:28])([CH3:27])[CH3:26])=[O:23])=[O:14]. The yield is 0.880. (5) The reactants are [CH3:1][C:2]1[CH:11]=[CH:10][C:9]2[C:4](=[CH:5][CH:6]=[C:7]([N+:12]([O-])=O)[CH:8]=2)[N:3]=1.O.O.Cl[Sn]Cl. The catalyst is Cl. The product is [CH3:1][C:2]1[CH:11]=[CH:10][C:9]2[C:4](=[CH:5][CH:6]=[C:7]([NH2:12])[CH:8]=2)[N:3]=1. The yield is 0.683. (6) The reactants are Cl[C:2]1[C:7]2=[CH:8][N:9]([C:11]3[C:16]([Cl:17])=[CH:15][CH:14]=[CH:13][C:12]=3[Cl:18])[N:10]=[C:6]2[CH:5]=[CH:4][N:3]=1.[CH:19]1([C:22]([NH2:24])=[O:23])[CH2:21][CH2:20]1.CC1(C)C2C(=C(P(C3C=CC=CC=3)C3C=CC=CC=3)C=CC=2)OC2C(P(C3C=CC=CC=3)C3C=CC=CC=3)=CC=CC1=2.C([O-])([O-])=O.[Cs+].[Cs+]. The catalyst is O1CCOCC1.C1C=CC(/C=C/C(/C=C/C2C=CC=CC=2)=O)=CC=1.C1C=CC(/C=C/C(/C=C/C2C=CC=CC=2)=O)=CC=1.C1C=CC(/C=C/C(/C=C/C2C=CC=CC=2)=O)=CC=1.[Pd].[Pd]. The product is [Cl:18][C:12]1[CH:13]=[CH:14][CH:15]=[C:16]([Cl:17])[C:11]=1[N:9]1[CH:8]=[C:7]2[C:2]([NH:24][C:22]([CH:19]3[CH2:21][CH2:20]3)=[O:23])=[N:3][CH:4]=[CH:5][C:6]2=[N:10]1. The yield is 0.350. (7) The reactants are [CH2:1]([O:8][C:9]1[N:14]=[CH:13][C:12]([OH:15])=[CH:11][CH:10]=1)[C:2]1[CH:7]=[CH:6][CH:5]=[CH:4][CH:3]=1.[H-].[Na+].[CH3:18][O:19][CH2:20]Cl. The catalyst is CN(C=O)C. The product is [CH2:1]([O:8][C:9]1[CH:10]=[CH:11][C:12]([O:15][CH2:18][O:19][CH3:20])=[CH:13][N:14]=1)[C:2]1[CH:3]=[CH:4][CH:5]=[CH:6][CH:7]=1. The yield is 0.870. (8) The reactants are C(O[C:4]([C:6]1(C)[C:11](=[O:12])[CH2:10][CH2:9][N:8]([CH2:13][C:14]2[CH:19]=[CH:18][CH:17]=[CH:16][CH:15]=2)[CH2:7]1)=O)C.Cl. No catalyst specified. The product is [CH2:13]([N:8]1[CH2:9][CH2:10][C:11](=[O:12])[CH:6]([CH3:4])[CH2:7]1)[C:14]1[CH:15]=[CH:16][CH:17]=[CH:18][CH:19]=1. The yield is 0.750. (9) The reactants are [Br:1][C:2]1[C:3]2[CH:13]=[CH:12][CH:11]=[CH:10][C:4]=2[S:5][C:6]=1[CH2:7][CH2:8][OH:9].[H-].[Na+].[CH2:16](Br)[C:17]1[CH:22]=[CH:21][CH:20]=[CH:19][CH:18]=1. The catalyst is CN(C=O)C. The product is [CH2:16]([O:9][CH2:8][CH2:7][C:6]1[S:5][C:4]2[CH:10]=[CH:11][CH:12]=[CH:13][C:3]=2[C:2]=1[Br:1])[C:17]1[CH:22]=[CH:21][CH:20]=[CH:19][CH:18]=1. The yield is 0.870.